Dataset: Catalyst prediction with 721,799 reactions and 888 catalyst types from USPTO. Task: Predict which catalyst facilitates the given reaction. Product: [CH2:1]([N:4]1[CH:8]=[CH:7][N:6]=[C:5]1[C:9]1[S:10][C:11]([I:33])=[CH:12][C:13]=1[C:14]1[CH:19]=[CH:18][C:17]([Cl:20])=[CH:16][C:15]=1[Cl:21])[CH:2]=[CH2:3]. The catalyst class is: 1. Reactant: [CH2:1]([N:4]1[CH:8]=[CH:7][N:6]=[C:5]1[C:9]1[S:10][CH:11]=[CH:12][C:13]=1[C:14]1[CH:19]=[CH:18][C:17]([Cl:20])=[CH:16][C:15]=1[Cl:21])[CH:2]=[CH2:3].C([Li])CCC.CCCCCC.[I:33]I.